Regression. Given two drug SMILES strings and cell line genomic features, predict the synergy score measuring deviation from expected non-interaction effect. From a dataset of NCI-60 drug combinations with 297,098 pairs across 59 cell lines. (1) Drug 1: C1=CC(=CC=C1C#N)C(C2=CC=C(C=C2)C#N)N3C=NC=N3. Drug 2: C(=O)(N)NO. Cell line: NCI/ADR-RES. Synergy scores: CSS=3.96, Synergy_ZIP=-0.800, Synergy_Bliss=-1.02, Synergy_Loewe=-3.37, Synergy_HSA=-2.30. (2) Drug 1: C1C(C(OC1N2C=C(C(=O)NC2=O)F)CO)O. Drug 2: CC1C(C(CC(O1)OC2CC(OC(C2O)C)OC3=CC4=CC5=C(C(=O)C(C(C5)C(C(=O)C(C(C)O)O)OC)OC6CC(C(C(O6)C)O)OC7CC(C(C(O7)C)O)OC8CC(C(C(O8)C)O)(C)O)C(=C4C(=C3C)O)O)O)O. Cell line: OVCAR-5. Synergy scores: CSS=26.1, Synergy_ZIP=-2.10, Synergy_Bliss=-1.57, Synergy_Loewe=-2.50, Synergy_HSA=-0.254. (3) Drug 1: CCC1(CC2CC(C3=C(CCN(C2)C1)C4=CC=CC=C4N3)(C5=C(C=C6C(=C5)C78CCN9C7C(C=CC9)(C(C(C8N6C=O)(C(=O)OC)O)OC(=O)C)CC)OC)C(=O)OC)O.OS(=O)(=O)O. Drug 2: CCC1(CC2CC(C3=C(CCN(C2)C1)C4=CC=CC=C4N3)(C5=C(C=C6C(=C5)C78CCN9C7C(C=CC9)(C(C(C8N6C)(C(=O)OC)O)OC(=O)C)CC)OC)C(=O)OC)O.OS(=O)(=O)O. Cell line: K-562. Synergy scores: CSS=59.4, Synergy_ZIP=-1.17, Synergy_Bliss=0.884, Synergy_Loewe=-1.05, Synergy_HSA=-0.186. (4) Drug 1: CC1=C(C(=CC=C1)Cl)NC(=O)C2=CN=C(S2)NC3=CC(=NC(=N3)C)N4CCN(CC4)CCO. Drug 2: CS(=O)(=O)CCNCC1=CC=C(O1)C2=CC3=C(C=C2)N=CN=C3NC4=CC(=C(C=C4)OCC5=CC(=CC=C5)F)Cl. Cell line: IGROV1. Synergy scores: CSS=12.9, Synergy_ZIP=5.60, Synergy_Bliss=8.78, Synergy_Loewe=1.08, Synergy_HSA=6.86. (5) Drug 1: CC1=CC2C(CCC3(C2CCC3(C(=O)C)OC(=O)C)C)C4(C1=CC(=O)CC4)C. Drug 2: C1=CC(=CC=C1C#N)C(C2=CC=C(C=C2)C#N)N3C=NC=N3. Cell line: MDA-MB-435. Synergy scores: CSS=-2.61, Synergy_ZIP=4.46, Synergy_Bliss=5.67, Synergy_Loewe=2.27, Synergy_HSA=0.128.